Dataset: Full USPTO retrosynthesis dataset with 1.9M reactions from patents (1976-2016). Task: Predict the reactants needed to synthesize the given product. (1) Given the product [NH2:1][C@H:4]1[CH2:8][N:7]([CH2:9][C:10]2[CH:11]=[CH:12][CH:13]=[CH:14][CH:15]=2)[CH2:6][C@@H:5]1[N:16]1[CH2:21][C:20]([F:23])([F:22])[CH2:19][CH2:18][C:17]1=[O:24], predict the reactants needed to synthesize it. The reactants are: [N:1]([C@H:4]1[CH2:8][N:7]([CH2:9][C:10]2[CH:15]=[CH:14][CH:13]=[CH:12][CH:11]=2)[CH2:6][C@@H:5]1[N:16]1[CH2:21][C:20]([F:23])([F:22])[CH2:19][CH2:18][C:17]1=[O:24])=[N+]=[N-].C1(P(C2C=CC=CC=2)C2C=CC=CC=2)C=CC=CC=1.O. (2) Given the product [F:55][C:53]1[CH:52]=[C:51]([C@@H:56]([CH:68]2[CH2:73][CH2:72][N:71]([S:74]([CH3:77])(=[O:75])=[O:76])[CH2:70][CH2:69]2)[CH2:57][CH2:58][N:59]2[CH2:64][CH2:63][CH:62]([N:65]([CH2:66][CH3:67])[C:14](=[O:16])[CH2:13][C@@H:9]3[CH2:10][CH2:11][CH2:12][N:8]3[C:6]([O:5][C:1]([CH3:2])([CH3:3])[CH3:4])=[O:7])[CH2:61][CH2:60]2)[CH:50]=[C:49]([F:48])[CH:54]=1, predict the reactants needed to synthesize it. The reactants are: [C:1]([O:5][C:6]([N:8]1[CH2:12][CH2:11][CH2:10][C@H:9]1[CH2:13][C:14]([OH:16])=O)=[O:7])([CH3:4])([CH3:3])[CH3:2].CN(C(ON1N=NC2C=CC=NC1=2)=[N+](C)C)C.F[P-](F)(F)(F)(F)F.C(N(CC)CC)C.[F:48][C:49]1[CH:50]=[C:51]([C@@H:56]([CH:68]2[CH2:73][CH2:72][N:71]([S:74]([CH3:77])(=[O:76])=[O:75])[CH2:70][CH2:69]2)[CH2:57][CH2:58][N:59]2[CH2:64][CH2:63][CH:62]([NH:65][CH2:66][CH3:67])[CH2:61][CH2:60]2)[CH:52]=[C:53]([F:55])[CH:54]=1. (3) The reactants are: [Br:1][C:2]1[CH:11]=[C:10]2[C:5]([C:6]([NH:12][C:13]3[CH:18]=[CH:17][C:16]([F:19])=[CH:15][C:14]=3[OH:20])=[N:7][CH:8]=[N:9]2)=[C:4]([F:21])[CH:3]=1.[CH2:22]([O:24][C:25](=[O:29])[C@@H:26](O)[CH3:27])[CH3:23].C1C=CC(P(C2C=CC=CC=2)C2C=CC=CC=2)=CC=1.C1COCC1. Given the product [Br:1][C:2]1[CH:11]=[C:10]2[C:5]([C:6]([NH:12][C:13]3[CH:18]=[CH:17][C:16]([F:19])=[CH:15][C:14]=3[O:20][C@H:26]([CH3:27])[C:25]([O:24][CH2:22][CH3:23])=[O:29])=[N:7][CH:8]=[N:9]2)=[C:4]([F:21])[CH:3]=1, predict the reactants needed to synthesize it. (4) Given the product [F:7][C:8]1[CH:13]=[CH:12][C:11]([C:2]2[S:3][CH:4]=[CH:5][N:6]=2)=[CH:10][CH:9]=1, predict the reactants needed to synthesize it. The reactants are: Br[C:2]1[S:3][CH:4]=[CH:5][N:6]=1.[F:7][C:8]1[CH:13]=[CH:12][C:11](B(O)O)=[CH:10][CH:9]=1.